The task is: Predict the product of the given reaction.. This data is from Forward reaction prediction with 1.9M reactions from USPTO patents (1976-2016). (1) Given the reactants CN(C)[CH:3]=[CH:4][C:5]([C:7]1[S:11][C:10](=[O:12])[N:9]([CH3:13])[C:8]=1[CH3:14])=O.[N+]([O-])(O)=O.[Cl:20][C:21]1[N:26]=[CH:25][C:24]([NH:27][C:28]([NH2:30])=[NH:29])=[CH:23][CH:22]=1.ClC1N=CC(N)=CC=1.N#CN.[N+]([O-])(O)=O.[OH-].[Na+], predict the reaction product. The product is: [Cl:20][C:21]1[N:26]=[CH:25][C:24]([NH:27][C:28]2[N:30]=[C:5]([C:7]3[S:11][C:10](=[O:12])[N:9]([CH3:13])[C:8]=3[CH3:14])[CH:4]=[CH:3][N:29]=2)=[CH:23][CH:22]=1. (2) Given the reactants Br[C:2]1[CH:7]=[CH:6][N:5]=[C:4]2[N:8]([S:11]([C:14]3[CH:19]=[CH:18][CH:17]=[CH:16][CH:15]=3)(=[O:13])=[O:12])[CH:9]=[CH:10][C:3]=12.[N:20]1([S:25]([C:28]2[CH:33]=[CH:32][C:31](B(O)O)=[CH:30][CH:29]=2)(=[O:27])=[O:26])[CH2:24][CH2:23][CH2:22][CH2:21]1.C(=O)([O-])[O-].[Na+].[Na+], predict the reaction product. The product is: [C:14]1([S:11]([N:8]2[C:4]3=[N:5][CH:6]=[CH:7][C:2]([C:31]4[CH:32]=[CH:33][C:28]([S:25]([N:20]5[CH2:21][CH2:22][CH2:23][CH2:24]5)(=[O:27])=[O:26])=[CH:29][CH:30]=4)=[C:3]3[CH:10]=[CH:9]2)(=[O:13])=[O:12])[CH:19]=[CH:18][CH:17]=[CH:16][CH:15]=1. (3) The product is: [Cl:1][C:2]1[CH:3]=[CH:4][C:5]([C@@H:8]2[CH2:12][C:11](=[CH2:13])[CH2:10][C@H:9]2[C:14]([O:16][CH3:19])=[O:15])=[CH:6][CH:7]=1. Given the reactants [Cl:1][C:2]1[CH:7]=[CH:6][C:5]([C@@H:8]2[CH2:12][C:11](=[CH2:13])[CH2:10][C@H:9]2[C:14]([OH:16])=[O:15])=[CH:4][CH:3]=1.[N+](=[CH2:19])=[N-], predict the reaction product. (4) Given the reactants Cl[CH2:2][C:3]1[CH:4]=[C:5]([CH:28]=[CH:29][CH:30]=1)[C:6]([NH:8][C:9]1[C:17]2[C:12](=[CH:13][CH:14]=[C:15]([O:18][CH2:19][C:20]3[CH:25]=[C:24]([F:26])[CH:23]=[C:22]([F:27])[CH:21]=3)[CH:16]=2)[NH:11][N:10]=1)=[O:7].CCN(C(C)C)C(C)C.[NH:40]1[CH2:45][CH2:44][CH2:43][CH2:42][CH2:41]1, predict the reaction product. The product is: [F:26][C:24]1[CH:25]=[C:20]([CH:21]=[C:22]([F:27])[CH:23]=1)[CH2:19][O:18][C:15]1[CH:16]=[C:17]2[C:12](=[CH:13][CH:14]=1)[NH:11][N:10]=[C:9]2[NH:8][C:6](=[O:7])[C:5]1[CH:28]=[CH:29][CH:30]=[C:3]([CH2:2][N:40]2[CH2:45][CH2:44][CH2:43][CH2:42][CH2:41]2)[CH:4]=1. (5) Given the reactants [CH2:1]([N:8]1[CH2:13][CH2:12][CH:11]([N:14]2[CH:22]=[N:21][C:20]3[C:15]2=[N:16][C:17]([C:29]2[CH:30]=[N:31][CH:32]=[C:33]([CH:36]=2)[CH:34]=[O:35])=[N:18][C:19]=3[N:23]2[CH2:28][CH2:27][O:26][CH2:25][CH2:24]2)[CH2:10][CH2:9]1)[C:2]1[CH:7]=[CH:6][CH:5]=[CH:4][CH:3]=1.[BH4-].[Na+], predict the reaction product. The product is: [CH2:1]([N:8]1[CH2:13][CH2:12][CH:11]([N:14]2[CH:22]=[N:21][C:20]3[C:15]2=[N:16][C:17]([C:29]2[CH:36]=[C:33]([CH2:34][OH:35])[CH:32]=[N:31][CH:30]=2)=[N:18][C:19]=3[N:23]2[CH2:28][CH2:27][O:26][CH2:25][CH2:24]2)[CH2:10][CH2:9]1)[C:2]1[CH:3]=[CH:4][CH:5]=[CH:6][CH:7]=1. (6) Given the reactants [CH3:1][C:2]1[N:7]2[CH:8]=[C:9]([C:11]3([CH3:14])[CH2:13][CH2:12]3)[N:10]=[C:6]2[CH:5]=[C:4]([C:15]([O:17][CH2:18][CH2:19][CH2:20][CH3:21])=[O:16])[CH:3]=1.[I:22]N1C(=O)CCC1=O.C(=O)([O-])O.[Na+], predict the reaction product. The product is: [I:22][C:8]1[N:7]2[C:2]([CH3:1])=[CH:3][C:4]([C:15]([O:17][CH2:18][CH2:19][CH2:20][CH3:21])=[O:16])=[CH:5][C:6]2=[N:10][C:9]=1[C:11]1([CH3:14])[CH2:12][CH2:13]1. (7) Given the reactants C([O:3][C:4]([C:6]1[CH:10]=[C:9]([C:11]2[CH:16]=[C:15]([Cl:17])[CH:14]=[CH:13][C:12]=2[F:18])[O:8][N:7]=1)=O)C.[H-].[Al+3].[Li+].[H-].[H-].[H-], predict the reaction product. The product is: [Cl:17][C:15]1[CH:14]=[CH:13][C:12]([F:18])=[C:11]([C:9]2[O:8][N:7]=[C:6]([CH2:4][OH:3])[CH:10]=2)[CH:16]=1. (8) Given the reactants Br[C:2]1[CH:7]=[CH:6][C:5]([F:8])=[CH:4][CH:3]=1.[CH2:9]([N:16]1[CH2:21][CH2:20][C:19]([C:24]2[CH:29]=[CH:28][C:27]([F:30])=[CH:26][CH:25]=2)([C:22]#N)[CH2:18][CH2:17]1)[C:10]1[CH:15]=[CH:14][CH:13]=[CH:12][CH:11]=1.C([O:33]CC)C, predict the reaction product. The product is: [CH2:9]([N:16]1[CH2:21][CH2:20][C:19]([C:22]([C:2]2[CH:7]=[CH:6][C:5]([F:8])=[CH:4][CH:3]=2)=[O:33])([C:24]2[CH:29]=[CH:28][C:27]([F:30])=[CH:26][CH:25]=2)[CH2:18][CH2:17]1)[C:10]1[CH:15]=[CH:14][CH:13]=[CH:12][CH:11]=1.